Predict which catalyst facilitates the given reaction. From a dataset of Catalyst prediction with 721,799 reactions and 888 catalyst types from USPTO. (1) Reactant: [NH:1]1[CH2:6][CH2:5][CH:4]([NH:7][C:8]([NH:10][C:11]2[CH:16]=[CH:15][C:14]([C:17]([F:20])([F:19])[F:18])=[CH:13][CH:12]=2)=[O:9])[CH2:3][CH2:2]1.CCN(CC)CC.[CH3:28][S:29](Cl)(=[O:31])=[O:30].O. Product: [CH3:28][S:29]([N:1]1[CH2:6][CH2:5][CH:4]([NH:7][C:8]([NH:10][C:11]2[CH:16]=[CH:15][C:14]([C:17]([F:18])([F:19])[F:20])=[CH:13][CH:12]=2)=[O:9])[CH2:3][CH2:2]1)(=[O:31])=[O:30]. The catalyst class is: 2. (2) Reactant: [OH-].[K+].[CH2:3]([O:5][C:6](=[O:17])[CH2:7][CH:8]([CH2:13][N+]([O-])=O)[C:9]([F:12])([F:11])[F:10])[CH3:4].S([O-])([O-])(=O)=[O:19].[Mg+2].[Mn]([O-])(=O)(=O)=O.[K+]. Product: [CH2:3]([O:5][C:6](=[O:17])[CH2:7][CH:8]([CH:13]=[O:19])[C:9]([F:12])([F:11])[F:10])[CH3:4]. The catalyst class is: 30. (3) Reactant: C(OC([NH:8][C@@H:9]1[CH2:16][N:15]2[C:17]3[CH:18]=[C:19]([C:30]([O:32][CH3:33])=[O:31])[CH:20]=[CH:21][C:22]=3[C:23]([CH:24]3[CH2:29][CH2:28][CH2:27][CH2:26][CH2:25]3)=[C:14]2[C:13]2[CH:34]=[CH:35][CH:36]=[CH:37][C:12]=2[O:11][CH2:10]1)=O)(C)(C)C.C(O)(C(F)(F)F)=O.C([O-])(O)=O.[Na+]. Product: [NH2:8][C@@H:9]1[CH2:16][N:15]2[C:17]3[CH:18]=[C:19]([C:30]([O:32][CH3:33])=[O:31])[CH:20]=[CH:21][C:22]=3[C:23]([CH:24]3[CH2:29][CH2:28][CH2:27][CH2:26][CH2:25]3)=[C:14]2[C:13]2[CH:34]=[CH:35][CH:36]=[CH:37][C:12]=2[O:11][CH2:10]1. The catalyst class is: 2. (4) Product: [CH2:10]([N:14]([C:19]1[CH:24]=[CH:23][CH:22]=[C:21]([C:25]2[N:6]3[N:7]=[CH:8][C:4]([N+:1]([O-:3])=[O:2])=[C:5]3[N:9]=[CH:27][CH:26]=2)[CH:20]=1)[S:15]([CH3:18])(=[O:16])=[O:17])[CH2:11][CH2:12][CH3:13]. The catalyst class is: 15. Reactant: [N+:1]([C:4]1[CH:8]=[N:7][NH:6][C:5]=1[NH2:9])([O-:3])=[O:2].[CH2:10]([N:14]([C:19]1[CH:24]=[CH:23][CH:22]=[C:21]([C:25](=O)[CH:26]=[CH:27]N(C)C)[CH:20]=1)[S:15]([CH3:18])(=[O:17])=[O:16])[CH2:11][CH2:12][CH3:13].C(OCC)(=O)C. (5) Product: [CH3:25][C:8]1[CH:9]=[C:10]([O:11][CH2:12][C:13]2[N:17]([C:18]3[CH:23]=[CH:22][CH:21]=[CH:20][CH:19]=3)[N:16]=[C:15]([CH3:24])[CH:14]=2)[N:6]([CH2:5][C:4]([OH:26])=[O:3])[N:7]=1. Reactant: C([O:3][C:4](=[O:26])[CH2:5][N:6]1[C:10]([O:11][CH2:12][C:13]2[N:17]([C:18]3[CH:23]=[CH:22][CH:21]=[CH:20][CH:19]=3)[N:16]=[C:15]([CH3:24])[CH:14]=2)=[CH:9][C:8]([CH3:25])=[N:7]1)C.[OH-].[Li+]. The catalyst class is: 92. (6) Reactant: [F:1][C:2]1[CH:10]=[C:9]([F:11])[CH:8]=[CH:7][C:3]=1[C:4]([OH:6])=O.C(N1C=CN=C1)(N1C=CN=C1)=O.[Mg+].[C:25]([O:31][CH2:32][CH3:33])(=[O:30])[CH2:26]C([O-])=O.Cl. Product: [F:1][C:2]1[CH:10]=[C:9]([F:11])[CH:8]=[CH:7][C:3]=1[C:4](=[O:6])[CH2:26][C:25]([O:31][CH2:32][CH3:33])=[O:30]. The catalyst class is: 253. (7) Reactant: [F:1][C:2]1[CH:7]=[CH:6][C:5]([C:8]2[C:18]([CH:19](O)[C:20]3[N:25]=[C:24]([C:26]([O:28][CH3:29])=[O:27])[CH:23]=[CH:22][CH:21]=3)=[C:11]3[CH:12]=[CH:13][C:14]([O:16][CH3:17])=[CH:15][N:10]3[N:9]=2)=[CH:4][CH:3]=1.C([SiH](CC)CC)C.FC(F)(F)C(O)=O.C(=O)(O)[O-].[Na+]. Product: [F:1][C:2]1[CH:7]=[CH:6][C:5]([C:8]2[C:18]([CH2:19][C:20]3[N:25]=[C:24]([C:26]([O:28][CH3:29])=[O:27])[CH:23]=[CH:22][CH:21]=3)=[C:11]3[CH:12]=[CH:13][C:14]([O:16][CH3:17])=[CH:15][N:10]3[N:9]=2)=[CH:4][CH:3]=1. The catalyst class is: 4. (8) The catalyst class is: 6. Product: [C:1]([O:4][C:5]1[CH:6]=[C:7]2[C:11](=[CH:12][CH:13]=1)[NH:10][C:9]([C:14]([O:16][CH2:17][CH3:18])=[O:15])=[C:8]2[I:25])(=[O:3])[CH3:2]. Reactant: [C:1]([O:4][C:5]1[CH:6]=[C:7]2[C:11](=[CH:12][CH:13]=1)[NH:10][C:9]([C:14]([O:16][CH2:17][CH3:18])=[O:15])=[CH:8]2)(=[O:3])[CH3:2].C(=O)([O-])[O-].[K+].[K+].[I:25]I. (9) The catalyst class is: 415. Reactant: [Cl:1][C:2]1[CH:7]=[C:6]([N+:8]([O-])=O)[CH:5]=[C:4]([Cl:11])[C:3]=1[I:12].[Cl-].[NH4+].O. Product: [Cl:1][C:2]1[CH:7]=[C:6]([CH:5]=[C:4]([Cl:11])[C:3]=1[I:12])[NH2:8]. (10) Reactant: S(Cl)([Cl:3])=O.[NH2:5][C:6]1([C:9]([OH:11])=[O:10])[CH2:8][CH2:7]1.CO.C(=O)([O-])[O-].[K+].[K+].[CH2:20](O)[CH3:21]. Product: [ClH:3].[NH2:5][C:6]1([C:9]([O:11][CH2:20][CH3:21])=[O:10])[CH2:8][CH2:7]1. The catalyst class is: 6.